From a dataset of Experimentally validated miRNA-target interactions with 360,000+ pairs, plus equal number of negative samples. Binary Classification. Given a miRNA mature sequence and a target amino acid sequence, predict their likelihood of interaction. (1) The miRNA is hsa-miR-6798-5p with sequence CCAGGGGGAUGGGCGAGCUUGGG. The protein sequence of the target gene is MGSILSRRIAGVEDIDIQANSAYRYPPKSGNYFASHFFMGGEKFDTPHPEGYLFGENMDLNFLGSRPVQFPYVTPAPHEPVKTLRSLVNIRKDSLRLVRYKEDADSPTEDGEKPRVLYSLEFTFDADARVAITIYCQAVEELVNGVAVYSCKNPSLQSETVHYKRGVSQQFSLPSFKIDFSEWKDDELNFDLDRGVFPVVIQAVVDEGDVVEVTGHAHVLLAAFEKHVDGSFSVKPLKQKQIVDRVSYLLQEIYGIENKNNQETKPSDDENSDNSSECVVCLSDLRDTLILPCRHLCLCT.... Result: 0 (no interaction). (2) The miRNA is hsa-miR-6749-3p with sequence CUCCUCCCCUGCCUGGCCCAG. The protein sequence of the target gene is MLKSKTFLKKTRAGGVMKIVREHYLRDDIGCGAPGCAACGGAHEGPALEPQPQDPASSVCPQPHYLLPDTNVLLHQIDVLEDPAIRNVIVLQTVLQEVRNRSAPVYKRIRDVTNNQEKHFYTFTNEHHRETYVEQEQGENANDRNDRAIRVAAKWYNEHLKKMSADNQLQVIFITNDRRNKEKAIEEGIPAFTCEEYVKSLTANPELIDRLACLSEEGNEIESGKIIFSEHLPLSKLQQGIKSGTYLQGTFRASRENYLEATVWIHGDNEENKEIILQGLKHLNRAVHEDIVAVELLPKS.... Result: 1 (interaction).